Dataset: Full USPTO retrosynthesis dataset with 1.9M reactions from patents (1976-2016). Task: Predict the reactants needed to synthesize the given product. (1) The reactants are: [Cl-].[C:2]([O:6][C:7](=[O:10])[CH2:8][Zn+])([CH3:5])([CH3:4])[CH3:3].[Br:11][C:12]1[CH:13]=[C:14]2[C:25](=[CH:26][CH:27]=1)[O:24][C:17]1[C:18]([F:23])=[N:19][C:20]([Cl:22])=[CH:21][C:16]=1/[C:15]/2=[N:28]\[S:29]([C:31]([CH3:34])([CH3:33])[CH3:32])=[O:30]. Given the product [Br:11][C:12]1[CH:13]=[C:14]2[C:25](=[CH:26][CH:27]=1)[O:24][C:17]1[C:18]([F:23])=[N:19][C:20]([Cl:22])=[CH:21][C:16]=1[C:15]2([CH2:8][C:7]([O:6][C:2]([CH3:5])([CH3:4])[CH3:3])=[O:10])[NH:28][S:29]([C:31]([CH3:34])([CH3:33])[CH3:32])=[O:30], predict the reactants needed to synthesize it. (2) Given the product [N:13]1([CH:19]([C:21]2[N:22]=[C:23]([CH2:43][CH2:44][CH3:45])[N:24]([CH2:28][C:29]3[CH:34]=[CH:33][C:32]([C:35]4[CH:40]=[CH:39][CH:38]=[CH:37][C:36]=4[C:41]4[NH:3][C:4](=[O:7])[O:5][N:42]=4)=[CH:31][CH:30]=3)[C:25](=[O:27])[CH:26]=2)[CH3:20])[CH2:18][CH2:17][O:16][CH2:15][CH2:14]1, predict the reactants needed to synthesize it. The reactants are: [Cl-].O[NH3+:3].[C:4](=[O:7])([O-])[OH:5].[Na+].CS(C)=O.[N:13]1([CH:19]([C:21]2[N:22]=[C:23]([CH2:43][CH2:44][CH3:45])[N:24]([CH2:28][C:29]3[CH:34]=[CH:33][C:32]([C:35]4[C:36]([C:41]#[N:42])=[CH:37][CH:38]=[CH:39][CH:40]=4)=[CH:31][CH:30]=3)[C:25](=[O:27])[CH:26]=2)[CH3:20])[CH2:18][CH2:17][O:16][CH2:15][CH2:14]1. (3) Given the product [OH:15][C:3]1([CH3:1])[CH2:7][CH2:6][N:5]([C:8]([O:10][C:11]([CH3:14])([CH3:13])[CH3:12])=[O:9])[CH2:4]1, predict the reactants needed to synthesize it. The reactants are: [C:1](=[C:3]1[CH2:7][CH2:6][N:5]([C:8]([O:10][C:11]([CH3:14])([CH3:13])[CH3:12])=[O:9])[CH2:4]1)=O.[OH2:15]. (4) Given the product [CH2:1]([C:9]1[CH:10]=[C:11]([CH:15]=[CH:16][CH:17]=1)[C:12]([OH:14])=[O:13])[C:2]1[CH:3]=[CH:4][CH:5]=[CH:6][CH:7]=1, predict the reactants needed to synthesize it. The reactants are: [C:1]([C:9]1[CH:10]=[C:11]([CH:15]=[CH:16][CH:17]=1)[C:12]([OH:14])=[O:13])(=O)[C:2]1[CH:7]=[CH:6][CH:5]=[CH:4][CH:3]=1.